Dataset: Catalyst prediction with 721,799 reactions and 888 catalyst types from USPTO. Task: Predict which catalyst facilitates the given reaction. Reactant: [S:1]([NH2:5])(=[O:4])(=[O:3])[OH:2].[CH2:6]([N:8]([CH2:11][CH3:12])[CH2:9][CH3:10])[CH3:7]. Product: [CH2:6]([N:8]([CH2:11][CH3:12])[CH2:9][CH3:10])[CH3:7].[S:1]([NH2:5])(=[O:3])(=[O:2])[OH:4]. The catalyst class is: 4.